The task is: Predict the reactants needed to synthesize the given product.. This data is from Retrosynthesis with 50K atom-mapped reactions and 10 reaction types from USPTO. (1) Given the product CS(=O)(=O)Oc1ccc(C(=O)O)c(Cl)c1, predict the reactants needed to synthesize it. The reactants are: CS(=O)(=O)Cl.O=C(O)c1ccc(O)cc1Cl. (2) The reactants are: O=Cc1cc(Br)cs1.OCc1ccc(B(O)O)cc1. Given the product O=Cc1cc(-c2ccc(CO)cc2)cs1, predict the reactants needed to synthesize it. (3) Given the product Cc1cc(Cl)ccc1C(NC(=O)CN1CCC(NCc2cccnc2C)CC1)c1ccccc1, predict the reactants needed to synthesize it. The reactants are: Cc1cc(Cl)ccc1C(N)c1ccccc1.Cc1ncccc1CNC1CCN(CC(=O)O)CC1. (4) Given the product CC1(C)Cc2cc(C(=O)NS(=O)(=O)C3CC3)ccc2NC1c1cc(F)cc(F)c1, predict the reactants needed to synthesize it. The reactants are: CC1(C)Cc2cc(C(=O)O)ccc2NC1c1cc(F)cc(F)c1.NS(=O)(=O)C1CC1.